Dataset: Reaction yield outcomes from USPTO patents with 853,638 reactions. Task: Predict the reaction yield, written as a fraction of the theoretical maximum amount of product (1.0 means a 100% yield; for example, 0.34 means a 34% yield). (1) The reactants are [OH:1][C:2]1[CH:9]=[C:8]([O:10][CH2:11][CH2:12][O:13][CH3:14])[CH:7]=[CH:6][C:3]=1[CH:4]=[O:5].C(=O)([O-])[O-].[K+].[K+].[CH2:21](Br)[C:22]1[CH:27]=[CH:26][CH:25]=[CH:24][CH:23]=1.O. The catalyst is CN(C)C=O. The product is [CH2:21]([O:1][C:2]1[CH:9]=[C:8]([O:10][CH2:11][CH2:12][O:13][CH3:14])[CH:7]=[CH:6][C:3]=1[CH:4]=[O:5])[C:22]1[CH:27]=[CH:26][CH:25]=[CH:24][CH:23]=1. The yield is 0.790. (2) The reactants are [BH4-].[Na+].C(O)(C(F)(F)F)=O.[C:10]1([C:16]2[CH:21]=[C:20]([C:22]3[CH:27]=[CH:26][CH:25]=[CH:24][CH:23]=3)[N:19]=[C:18]([O:28][CH2:29][CH2:30][CH2:31][CH2:32][C:33]([CH3:37])([CH3:36])[C:34]#[N:35])[CH:17]=2)[CH:15]=[CH:14][CH:13]=[CH:12][CH:11]=1.O. The catalyst is C1COCC1. The product is [C:10]1([C:16]2[CH:21]=[C:20]([C:22]3[CH:23]=[CH:24][CH:25]=[CH:26][CH:27]=3)[N:19]=[C:18]([O:28][CH2:29][CH2:30][CH2:31][CH2:32][C:33]([CH3:37])([CH3:36])[CH2:34][NH2:35])[CH:17]=2)[CH:11]=[CH:12][CH:13]=[CH:14][CH:15]=1. The yield is 0.635.